Dataset: Full USPTO retrosynthesis dataset with 1.9M reactions from patents (1976-2016). Task: Predict the reactants needed to synthesize the given product. (1) Given the product [CH3:8][O:9][C:10]1[C:11](=[O:45])[C:12]([CH3:44])=[C:13]([CH2:19][C:20]2[CH:21]=[CH:22][C:23]([OH:43])=[C:24]([CH:42]=2)[C:25]([NH:27][C:28]2[CH:29]=[CH:30][C:31]([NH2:34])=[CH:32][CH:33]=2)=[O:26])[C:14](=[O:18])[C:15]=1[O:16][CH3:17], predict the reactants needed to synthesize it. The reactants are: FC(F)(F)C(O)=O.[CH3:8][O:9][C:10]1[C:11](=[O:45])[C:12]([CH3:44])=[C:13]([CH2:19][C:20]2[CH:21]=[CH:22][C:23]([OH:43])=[C:24]([CH:42]=2)[C:25]([NH:27][C:28]2[CH:33]=[CH:32][C:31]([NH:34]C(OC(C)(C)C)=O)=[CH:30][CH:29]=2)=[O:26])[C:14](=[O:18])[C:15]=1[O:16][CH3:17]. (2) Given the product [F:13][C:14]1[CH:23]=[CH:22][CH:21]=[C:20]2[C:15]=1[CH:16]=[CH:17][C:18](=[O:24])[N:19]2[CH2:29][CH2:28][C:27]([O:31][CH2:32][CH3:33])=[O:30], predict the reactants needed to synthesize it. The reactants are: FC1C=C2C(C=CC(=O)N2)=CC=1.[F:13][C:14]1[CH:23]=[CH:22][CH:21]=[C:20]2[C:15]=1[CH:16]=[CH:17][C:18](=[O:24])[NH:19]2.[F-].[Cs+].[C:27]([O:31][CH2:32][CH3:33])(=[O:30])[CH:28]=[CH2:29].[Si](OCC)(OCC)(OCC)OCC. (3) Given the product [F:1][C:2]([F:7])([F:6])[C:3]([OH:5])=[O:4].[CH3:8][C@@H:9]([NH:13][C:14]1[NH:22][C:21]2[C:17]([N:18]=[C:19]([O:29][CH3:30])[N:20]=2)=[C:16]([NH2:31])[N:15]=1)[CH2:10][CH2:11][CH3:12], predict the reactants needed to synthesize it. The reactants are: [F:1][C:2]([F:7])([F:6])[C:3]([OH:5])=[O:4].[CH3:8][C@@H:9]([NH:13][C:14]1[N:22]=[C:21]2[C:17]([N:18]=[C:19]([O:29][CH3:30])[N:20]2C2CCCCO2)=[C:16]([NH2:31])[N:15]=1)[CH2:10][CH2:11][CH3:12]. (4) Given the product [F:17][C:18]([F:26])([F:25])[CH:19]([CH2:24][N:11]1[CH2:12][CH2:13][O:14][CH:9]([C:5]2[CH:6]=[CH:7][CH:8]=[C:3]([C:2]([F:1])([F:15])[F:16])[CH:4]=2)[CH2:10]1)[C:20]([O:22][CH3:23])=[O:21], predict the reactants needed to synthesize it. The reactants are: [F:1][C:2]([F:16])([F:15])[C:3]1[CH:4]=[C:5]([CH:9]2[O:14][CH2:13][CH2:12][NH:11][CH2:10]2)[CH:6]=[CH:7][CH:8]=1.[F:17][C:18]([F:26])([F:25])[C:19](=[CH2:24])[C:20]([O:22][CH3:23])=[O:21]. (5) The reactants are: [F:1][C:2]1[CH:7]=[C:6]([N+:8]([O-:10])=[O:9])[CH:5]=[CH:4][C:3]=1[N:11]1[CH2:16][CH:15]=[C:14]([O:17][Si](C)(C)C)[CH2:13][CH2:12]1.C(=O)(OC)OCC=C.O. Given the product [F:1][C:2]1[CH:7]=[C:6]([N+:8]([O-:10])=[O:9])[CH:5]=[CH:4][C:3]=1[N:11]1[CH:12]=[CH:13][C:14](=[O:17])[CH2:15][CH2:16]1, predict the reactants needed to synthesize it.